From a dataset of Catalyst prediction with 721,799 reactions and 888 catalyst types from USPTO. Predict which catalyst facilitates the given reaction. (1) Reactant: C[O:2][C:3]1[CH:4]=[C:5]([C:9]2[S:10][CH:11]=[C:12]([NH:14][C:15]([NH:17][C:18]3[CH:23]=[CH:22][CH:21]=[C:20]([CH2:24][N:25]4[CH2:30][CH2:29][CH2:28][CH2:27][CH2:26]4)[N:19]=3)=[O:16])[N:13]=2)[CH:6]=[CH:7][CH:8]=1.[Cl-].[Be+2].[Cl-]. Product: [OH:2][C:3]1[CH:4]=[C:5]([C:9]2[S:10][CH:11]=[C:12]([NH:14][C:15]([NH:17][C:18]3[CH:23]=[CH:22][CH:21]=[C:20]([CH2:24][N:25]4[CH2:26][CH2:27][CH2:28][CH2:29][CH2:30]4)[N:19]=3)=[O:16])[N:13]=2)[CH:6]=[CH:7][CH:8]=1. The catalyst class is: 260. (2) Reactant: [CH3:1][C:2]1([C:12]2[CH2:17][CH2:16][CH2:15][CH2:14][CH:13]=2)[C:9](=[O:10])[N:8]([CH3:11])[C:6](=[O:7])[NH:5][C:3]1=[O:4].[H-].[Na+].Br[CH2:21][C:22]([C:24]1[CH:29]=[CH:28][CH:27]=[CH:26][CH:25]=1)=[O:23]. Product: [C:12]1([C:2]2([CH3:1])[C:9](=[O:10])[N:8]([CH3:11])[C:6](=[O:7])[N:5]([CH2:21][C:22](=[O:23])[C:24]3[CH:29]=[CH:28][CH:27]=[CH:26][CH:25]=3)[C:3]2=[O:4])[CH2:17][CH2:16][CH2:15][CH2:14][CH:13]=1. The catalyst class is: 3. (3) Reactant: Br[CH2:2][C:3]1[CH:8]=[CH:7][C:6]([Cl:9])=[CH:5][C:4]=1[O:10][CH3:11].[N:12]1[CH:17]=[CH:16][C:15](B(O)O)=[CH:14][CH:13]=1.C([O-])([O-])=O.[Na+].[Na+]. Product: [Cl:9][C:6]1[CH:7]=[CH:8][C:3]([CH2:2][C:15]2[CH:16]=[CH:17][N:12]=[CH:13][CH:14]=2)=[C:4]([O:10][CH3:11])[CH:5]=1. The catalyst class is: 104. (4) Reactant: Br[CH2:2][C:3]([C:5]1[CH:10]=[CH:9][C:8]([F:11])=[C:7]([CH3:12])[CH:6]=1)=[O:4].[C:13]([O:17][C:18]([N:20]1[CH2:25][CH2:24][CH:23]([C:26]([OH:28])=[O:27])[CH:22]([F:29])[CH2:21]1)=[O:19])([CH3:16])([CH3:15])[CH3:14].C(N(CC)CC)C.CC#N. Product: [F:11][C:8]1[CH:9]=[CH:10][C:5]([C:3](=[O:4])[CH2:2][O:28][C:26]([CH:23]2[CH2:24][CH2:25][N:20]([C:18]([O:17][C:13]([CH3:15])([CH3:14])[CH3:16])=[O:19])[CH2:21][CH:22]2[F:29])=[O:27])=[CH:6][C:7]=1[CH3:12]. The catalyst class is: 13. (5) Reactant: [Cl:1][C:2]1[CH:3]=[CH:4][C:5]2[C:15](=[C:16]3[CH2:21][CH2:20][N:19](C(OCC)=O)[CH2:18][CH2:17]3)[C:10]3=[N:11][CH:12]=[CH:13][CH:14]=[C:9]3[CH2:8][CH2:7][C:6]=2[CH:27]=1.[OH-].[Na+]. Product: [Cl:1][C:2]1[CH:3]=[CH:4][C:5]2[C:15](=[C:16]3[CH2:17][CH2:18][NH:19][CH2:20][CH2:21]3)[C:10]3=[N:11][CH:12]=[CH:13][CH:14]=[C:9]3[CH2:8][CH2:7][C:6]=2[CH:27]=1. The catalyst class is: 8. (6) Reactant: [H-].[Na+].[C:3]1([CH:9]([OH:11])[CH3:10])[CH:8]=[CH:7][CH:6]=[CH:5][CH:4]=1.[I:12][C:13]1[N:14]=[N:15][C:16](I)=[CH:17][CH:18]=1.O. Product: [I:12][C:13]1[N:14]=[N:15][C:16]([O:11][CH:9]([C:3]2[CH:8]=[CH:7][CH:6]=[CH:5][CH:4]=2)[CH3:10])=[CH:17][CH:18]=1. The catalyst class is: 1.